This data is from Forward reaction prediction with 1.9M reactions from USPTO patents (1976-2016). The task is: Predict the product of the given reaction. Given the reactants [N:1]([CH2:4][CH:5]1[CH2:7][O:6]1)=[N+:2]=[N-:3].[Cl:8][C:9]1[NH:10][CH:11]=[C:12]([N+:14]([O-:16])=[O:15])[N:13]=1.C(=O)([O-])[O-].[K+].[K+], predict the reaction product. The product is: [N:1]([CH2:4][CH:5]([OH:6])[CH2:7][N:10]1[CH:11]=[C:12]([N+:14]([O-:16])=[O:15])[N:13]=[C:9]1[Cl:8])=[N+:2]=[N-:3].